From a dataset of Full USPTO retrosynthesis dataset with 1.9M reactions from patents (1976-2016). Predict the reactants needed to synthesize the given product. Given the product [S:22]1[CH:23]=[CH:24][C:25]2[C:18]3[NH:17][N:16]=[C:15]([C:12]4[CH:11]=[CH:10][C:9]([NH:8][C:5]5[CH:6]=[CH:7][C:2]([F:1])=[CH:3][CH:4]=5)=[CH:14][CH:13]=4)[C:19]=3[CH2:20][C:21]1=2, predict the reactants needed to synthesize it. The reactants are: [F:1][C:2]1[CH:7]=[CH:6][C:5]([NH:8][C:9]2[CH:14]=[CH:13][C:12]([C:15]3[C:19]4[CH2:20][C:21]5[S:22][CH:23]=[CH:24][C:25]=5[C:18]=4[N:17](COCC[Si](C)(C)C)[N:16]=3)=[CH:11][CH:10]=2)=[CH:4][CH:3]=1.Cl.